This data is from Catalyst prediction with 721,799 reactions and 888 catalyst types from USPTO. The task is: Predict which catalyst facilitates the given reaction. (1) Reactant: [C:1]([O:20][CH2:21][C:22]([NH:24][NH:25][C:26]([NH2:28])=[O:27])=[O:23])([C:14]1[CH:19]=[CH:18][CH:17]=[CH:16][CH:15]=1)([C:8]1[CH:13]=[CH:12][CH:11]=[CH:10][CH:9]=1)[C:2]1[CH:7]=[CH:6][CH:5]=[CH:4][CH:3]=1.[CH2:29](N=C=O)[CH2:30][CH2:31][CH2:32][CH2:33][CH2:34][CH2:35][CH3:36]. Product: [CH2:29]([NH:28][C:26]([NH:25][NH:24][C:22](=[O:23])[CH2:21][O:20][C:1]([C:2]1[CH:7]=[CH:6][CH:5]=[CH:4][CH:3]=1)([C:8]1[CH:13]=[CH:12][CH:11]=[CH:10][CH:9]=1)[C:14]1[CH:15]=[CH:16][CH:17]=[CH:18][CH:19]=1)=[O:27])[CH2:30][CH2:31][CH2:32][CH2:33][CH2:34][CH2:35][CH3:36]. The catalyst class is: 1. (2) Product: [CH3:24][O:25][C:26](=[O:34])[C:27]1[CH:32]=[CH:31][C:30]([O:8][C:5]2[CH:6]=[CH:7][C:2]([Cl:1])=[C:3]([CH:9]([CH3:23])[C:10]([C:16]3[CH:21]=[CH:20][N:19]=[C:18]([Cl:22])[CH:17]=3)([OH:15])[C:11]([F:14])([F:13])[F:12])[CH:4]=2)=[N:29][CH:28]=1. The catalyst class is: 18. Reactant: [Cl:1][C:2]1[CH:7]=[CH:6][C:5]([OH:8])=[CH:4][C:3]=1[CH:9]([CH3:23])[C:10]([C:16]1[CH:21]=[CH:20][N:19]=[C:18]([Cl:22])[CH:17]=1)([OH:15])[C:11]([F:14])([F:13])[F:12].[CH3:24][O:25][C:26](=[O:34])[C:27]1[CH:32]=[CH:31][C:30](Cl)=[N:29][CH:28]=1.C(N(CC)CC)C.N12CCN(CC1)CC2. (3) Reactant: O[CH:2]=[C:3]1[C:11]2[C:6](=[CH:7][CH:8]=[CH:9][CH:10]=2)[NH:5][C:4]1=[O:12].[NH2:13][C:14]1[CH:19]=[CH:18][CH:17]=[CH:16][CH:15]=1. Product: [C:14]1([NH:13][CH:2]=[C:3]2[C:11]3[C:6](=[CH:7][CH:8]=[CH:9][CH:10]=3)[NH:5][C:4]2=[O:12])[CH:19]=[CH:18][CH:17]=[CH:16][CH:15]=1. The catalyst class is: 7. (4) Reactant: [N:1]1([C:7]2[N:8]=[C:9]([CH2:14][C:15]([O-:17])=O)[NH:10][C:11](=[O:13])[CH:12]=2)[CH2:6][CH2:5][O:4][CH2:3][CH2:2]1.[Na+].[C:19]([C:21]1[CH:22]=[C:23]([CH:25]=[CH:26][C:27]=1[F:28])[NH2:24])#[CH:20].Cl.CN(C)CCCN=C=NCC. Product: [C:19]([C:21]1[CH:22]=[C:23]([NH:24][C:15](=[O:17])[CH2:14][C:9]2[NH:10][C:11](=[O:13])[CH:12]=[C:7]([N:1]3[CH2:2][CH2:3][O:4][CH2:5][CH2:6]3)[N:8]=2)[CH:25]=[CH:26][C:27]=1[F:28])#[CH:20]. The catalyst class is: 672. (5) Reactant: [Cl:1][C:2]1[CH:7]=[CH:6][C:5]([C:8]2(CC#N)[CH2:13][CH2:12][N:11]([C:14]3[C:15]4[N:16]([N:20]=[C:21]([NH:23][C:24]5[CH:40]=[CH:39][C:27]([C:28]([N:30]([CH3:38])[CH:31]6[CH2:36][CH2:35][N:34]([CH3:37])[CH2:33][CH2:32]6)=[O:29])=[CH:26][CH:25]=5)[N:22]=4)[CH:17]=[CH:18][CH:19]=3)[CH2:10][CH2:9]2)=[CH:4][CH:3]=1.[CH3:44][C:45]([OH:47])=[O:46]. Product: [Cl:1][C:2]1[CH:3]=[CH:4][C:5]([C:8]2([CH2:44][C:45]([OH:47])=[O:46])[CH2:9][CH2:10][N:11]([C:14]3[C:15]4[N:16]([N:20]=[C:21]([NH:23][C:24]5[CH:40]=[CH:39][C:27]([C:28](=[O:29])[N:30]([CH3:38])[CH:31]6[CH2:36][CH2:35][N:34]([CH3:37])[CH2:33][CH2:32]6)=[CH:26][CH:25]=5)[N:22]=4)[CH:17]=[CH:18][CH:19]=3)[CH2:12][CH2:13]2)=[CH:6][CH:7]=1. The catalyst class is: 33. (6) Reactant: [Cl:1][C:2]1[CH:3]=[C:4]2[C:8](=[CH:9][CH:10]=1)[NH:7][CH:6]=[C:5]2[CH2:11][CH2:12][NH:13][C:14](=[O:23])[C:15]1[CH:20]=[CH:19][CH:18]=[C:17]([CH2:21]Cl)[CH:16]=1.[O:24]1[CH:28]=[CH:27][CH:26]=[C:25]1B(O)O.C(=O)([O-])[O-].[Na+].[Na+].[I-].[Na+]. Product: [Cl:1][C:2]1[CH:3]=[C:4]2[C:8](=[CH:9][CH:10]=1)[NH:7][CH:6]=[C:5]2[CH2:11][CH2:12][NH:13][C:14](=[O:23])[C:15]1[CH:20]=[CH:19][CH:18]=[C:17]([CH2:21][C:25]2[O:24][CH:28]=[CH:27][CH:26]=2)[CH:16]=1. The catalyst class is: 437.